From a dataset of Peptide-MHC class I binding affinity with 185,985 pairs from IEDB/IMGT. Regression. Given a peptide amino acid sequence and an MHC pseudo amino acid sequence, predict their binding affinity value. This is MHC class I binding data. (1) The peptide sequence is ATDALMTGF. The MHC is HLA-B07:02 with pseudo-sequence HLA-B07:02. The binding affinity (normalized) is 0. (2) The peptide sequence is RAPHLPPQW. The MHC is HLA-A11:01 with pseudo-sequence HLA-A11:01. The binding affinity (normalized) is 0.213.